This data is from Catalyst prediction with 721,799 reactions and 888 catalyst types from USPTO. The task is: Predict which catalyst facilitates the given reaction. The catalyst class is: 5. Reactant: [N:1]1[CH:6]=[CH:5][C:4]([CH2:7][CH2:8][CH2:9][N:10]2C(=O)C3=CC=CC=C3C2=O)=[CH:3][CH:2]=1.O.NN. Product: [NH2:10][CH2:9][CH2:8][CH2:7][C:4]1[CH:5]=[CH:6][N:1]=[CH:2][CH:3]=1.